This data is from Reaction yield outcomes from USPTO patents with 853,638 reactions. The task is: Predict the reaction yield, written as a fraction of the theoretical maximum amount of product (1.0 means a 100% yield; for example, 0.34 means a 34% yield). (1) The reactants are Br.[NH2:2][C:3]1[C:11]([OH:12])=[CH:10][CH:9]=[CH:8][C:4]=1[C:5]([OH:7])=[O:6].[C:13](Cl)(=O)[C:14]([CH3:17])([CH3:16])[CH3:15].C(N(CC)CC)C.O.C1(C)C=CC(S(O)(=O)=O)=CC=1. The catalyst is ClCCl.O. The product is [C:14]([C:17]1[O:12][C:11]2[C:3](=[C:4]([C:5]([OH:7])=[O:6])[CH:8]=[CH:9][CH:10]=2)[N:2]=1)([CH3:16])([CH3:15])[CH3:13]. The yield is 0.530. (2) The reactants are Br[CH2:2][CH2:3][N:4]1[C:8]([CH2:9]Cl)=[CH:7][C:6]([N+:11]([O-:13])=[O:12])=[N:5]1.[CH3:14][O:15][CH2:16][CH2:17][NH2:18].CS(C)=O. The catalyst is C(OCC)(=O)C. The product is [CH3:14][O:15][CH2:16][CH2:17][N:18]1[CH2:2][CH2:3][N:4]2[N:5]=[C:6]([N+:11]([O-:13])=[O:12])[CH:7]=[C:8]2[CH2:9]1. The yield is 0.750. (3) The reactants are [F:1][C:2]1[CH:3]=[C:4]2[C:9](=[CH:10][CH:11]=1)[N:8]=[C:7]([CH3:12])[CH:6]=[CH:5]2.C1C(=O)N([Br:20])C(=O)C1. The catalyst is CC(N=NC(C#N)(C)C)(C#N)C.C(Cl)(Cl)(Cl)Cl. The product is [Br:20][CH2:12][C:7]1[CH:6]=[CH:5][C:4]2[C:9](=[CH:10][CH:11]=[C:2]([F:1])[CH:3]=2)[N:8]=1. The yield is 0.170. (4) The reactants are [F:1][C:2]1[CH:7]=[CH:6][C:5]([CH2:8][C:9]([N:11]2[CH2:15][CH:14]([O:16][C:17](=[O:22])[C:18]([CH3:21])([CH3:20])[CH3:19])[CH2:13][NH:12]2)=[O:10])=[CH:4][CH:3]=1.[CH3:23][S:24]([C:27]1[N:32]=[C:31]([C:33](Cl)=[O:34])[CH:30]=[CH:29][N:28]=1)(=O)=O.[OH-].[Na+]. The catalyst is ClCCl. The product is [F:1][C:2]1[CH:7]=[CH:6][C:5]([CH2:8][C:9]([N:11]2[CH2:15][CH:14]([O:16][C:17](=[O:22])[C:18]([CH3:19])([CH3:21])[CH3:20])[CH2:13][N:12]2[C:33]([C:31]2[CH:30]=[CH:29][N:28]=[C:27]([S:24][CH3:23])[N:32]=2)=[O:34])=[O:10])=[CH:4][CH:3]=1. The yield is 0.966. (5) The reactants are Br[CH2:2][CH2:3][NH:4][C:5](=[O:11])[O:6][C:7]([CH3:10])([CH3:9])[CH3:8].[CH:12]([O:15][CH2:16][CH2:17][NH2:18])([CH3:14])[CH3:13].O. The catalyst is CN(C)C=O. The product is [CH:12]([O:15][CH2:16][CH2:17][NH:18][CH2:2][CH2:3][NH:4][C:5](=[O:11])[O:6][C:7]([CH3:10])([CH3:9])[CH3:8])([CH3:14])[CH3:13]. The yield is 0.400. (6) The yield is 0.690. The reactants are [CH2:1]([NH:8][C:9](=[O:31])[N:10]([C:12]1[N:17]=[C:16]([C:18]2[CH:23]=[CH:22][C:21]([CH:24]=[CH:25][C:26]([O:28]CC)=[O:27])=[CH:20][CH:19]=2)[CH:15]=[CH:14][CH:13]=1)[CH3:11])[CH2:2][CH2:3][CH2:4][CH2:5][CH2:6][CH3:7].[OH-].[Na+].C(NC(=O)N(C1N=C(C2C=CC(CCC(OCC)=O)=CC=2)C=CC=1)C)CCCCCC.O1CCCC1.CO. The product is [CH2:1]([NH:8][C:9](=[O:31])[N:10]([C:12]1[N:17]=[C:16]([C:18]2[CH:23]=[CH:22][C:21]([CH2:24][CH2:25][C:26]([OH:28])=[O:27])=[CH:20][CH:19]=2)[CH:15]=[CH:14][CH:13]=1)[CH3:11])[CH2:2][CH2:3][CH2:4][CH2:5][CH2:6][CH3:7]. The catalyst is CO.[Pd].C(O)(=O)C.O. (7) The yield is 0.830. The catalyst is CO. The product is [CH3:3][O:4][C:5]1[CH:6]=[C:7]([CH2:22][OH:23])[C:8]2[O:12][C:11]([C:13]3[CH:14]=[CH:15][C:16]([O:19][CH3:20])=[CH:17][CH:18]=3)=[N:10][C:9]=2[CH:21]=1. The reactants are [BH4-].[Na+].[CH3:3][O:4][C:5]1[CH:6]=[C:7]([CH:22]=[O:23])[C:8]2[O:12][C:11]([C:13]3[CH:18]=[CH:17][C:16]([O:19][CH3:20])=[CH:15][CH:14]=3)=[N:10][C:9]=2[CH:21]=1.